From a dataset of NCI-60 drug combinations with 297,098 pairs across 59 cell lines. Regression. Given two drug SMILES strings and cell line genomic features, predict the synergy score measuring deviation from expected non-interaction effect. (1) Synergy scores: CSS=-0.908, Synergy_ZIP=-0.442, Synergy_Bliss=-1.13, Synergy_Loewe=-3.52, Synergy_HSA=-3.32. Drug 1: CN(C)N=NC1=C(NC=N1)C(=O)N. Cell line: HCT-15. Drug 2: C1CN(P(=O)(OC1)NCCCl)CCCl. (2) Drug 1: C1CC(=O)NC(=O)C1N2CC3=C(C2=O)C=CC=C3N. Drug 2: C1=CC(=C2C(=C1NCCNCCO)C(=O)C3=C(C=CC(=C3C2=O)O)O)NCCNCCO. Cell line: TK-10. Synergy scores: CSS=39.0, Synergy_ZIP=5.00, Synergy_Bliss=10.1, Synergy_Loewe=-13.5, Synergy_HSA=10.6. (3) Drug 1: C1=NC2=C(N1)C(=S)N=C(N2)N. Drug 2: C1CC(=O)NC(=O)C1N2C(=O)C3=CC=CC=C3C2=O. Cell line: MALME-3M. Synergy scores: CSS=19.8, Synergy_ZIP=-8.12, Synergy_Bliss=-1.32, Synergy_Loewe=-2.55, Synergy_HSA=-2.39. (4) Drug 1: CC(C)(C#N)C1=CC(=CC(=C1)CN2C=NC=N2)C(C)(C)C#N. Drug 2: CC1CCC2CC(C(=CC=CC=CC(CC(C(=O)C(C(C(=CC(C(=O)CC(OC(=O)C3CCCCN3C(=O)C(=O)C1(O2)O)C(C)CC4CCC(C(C4)OC)O)C)C)O)OC)C)C)C)OC. Cell line: M14. Synergy scores: CSS=20.8, Synergy_ZIP=-2.49, Synergy_Bliss=1.75, Synergy_Loewe=-0.0546, Synergy_HSA=4.53. (5) Drug 1: CC=C1C(=O)NC(C(=O)OC2CC(=O)NC(C(=O)NC(CSSCCC=C2)C(=O)N1)C(C)C)C(C)C. Drug 2: CC1CCCC2(C(O2)CC(NC(=O)CC(C(C(=O)C(C1O)C)(C)C)O)C(=CC3=CSC(=N3)C)C)C. Cell line: SNB-19. Synergy scores: CSS=58.2, Synergy_ZIP=-0.747, Synergy_Bliss=-2.23, Synergy_Loewe=-2.15, Synergy_HSA=0.624. (6) Drug 1: COC1=CC(=CC(=C1O)OC)C2C3C(COC3=O)C(C4=CC5=C(C=C24)OCO5)OC6C(C(C7C(O6)COC(O7)C8=CC=CS8)O)O. Drug 2: COCCOC1=C(C=C2C(=C1)C(=NC=N2)NC3=CC=CC(=C3)C#C)OCCOC.Cl. Cell line: MALME-3M. Synergy scores: CSS=33.7, Synergy_ZIP=-6.29, Synergy_Bliss=1.80, Synergy_Loewe=-2.30, Synergy_HSA=2.80. (7) Drug 1: CS(=O)(=O)C1=CC(=C(C=C1)C(=O)NC2=CC(=C(C=C2)Cl)C3=CC=CC=N3)Cl. Drug 2: CC1=C(C=C(C=C1)C(=O)NC2=CC(=CC(=C2)C(F)(F)F)N3C=C(N=C3)C)NC4=NC=CC(=N4)C5=CN=CC=C5. Cell line: SK-MEL-5. Synergy scores: CSS=4.12, Synergy_ZIP=0.789, Synergy_Bliss=4.53, Synergy_Loewe=-4.12, Synergy_HSA=-0.392. (8) Drug 1: C1=CC=C(C(=C1)C(C2=CC=C(C=C2)Cl)C(Cl)Cl)Cl. Drug 2: C1C(C(OC1N2C=NC3=C2NC=NCC3O)CO)O. Cell line: NCI-H460. Synergy scores: CSS=0.780, Synergy_ZIP=0.422, Synergy_Bliss=1.16, Synergy_Loewe=0.506, Synergy_HSA=0.194.